Dataset: Forward reaction prediction with 1.9M reactions from USPTO patents (1976-2016). Task: Predict the product of the given reaction. (1) Given the reactants [CH3:1][CH:2]1[CH2:6][CH2:5][CH2:4][NH:3]1.[CH3:7][C:8]([CH3:10])=O.[C-]#N.[K+].[N-:14]=[C:15]=O, predict the reaction product. The product is: [CH3:7][C:8]([N:3]1[CH2:4][CH2:5][CH2:6][CH:2]1[CH3:1])([CH3:10])[C:15]#[N:14]. (2) The product is: [CH3:11][O:12][C:13]1[CH:14]=[C:15]([C:2]2[S:6][C:5]3=[N:7][C:8]([CH3:10])=[CH:9][N:4]3[N:3]=2)[CH:16]=[CH:17][C:18]=1[O:19][CH3:20]. Given the reactants Br[C:2]1[S:6][C:5]2=[N:7][C:8]([CH3:10])=[CH:9][N:4]2[N:3]=1.[CH3:11][O:12][C:13]1[CH:14]=[C:15](B(O)O)[CH:16]=[CH:17][C:18]=1[O:19][CH3:20].C([O-])([O-])=O.[K+].[K+], predict the reaction product. (3) Given the reactants [Cl:1][C:2]1[CH:7]=[CH:6][C:5]([S:8]([C:11]2[C:23](=[O:24])[N:22]([CH3:25])[C:14]3[N:15]=[C:16](S(C)=O)[N:17]=[CH:18][C:13]=3[CH:12]=2)(=[O:10])=[O:9])=[CH:4][CH:3]=1.[Cl:26][C:27]1[CH:33]=[CH:32][C:30]([NH2:31])=[CH:29][CH:28]=1, predict the reaction product. The product is: [Cl:26][C:27]1[CH:33]=[CH:32][C:30]([NH:31][C:16]2[N:17]=[CH:18][C:13]3[CH:12]=[C:11]([S:8]([C:5]4[CH:6]=[CH:7][C:2]([Cl:1])=[CH:3][CH:4]=4)(=[O:10])=[O:9])[C:23](=[O:24])[N:22]([CH3:25])[C:14]=3[N:15]=2)=[CH:29][CH:28]=1.